From a dataset of Full USPTO retrosynthesis dataset with 1.9M reactions from patents (1976-2016). Predict the reactants needed to synthesize the given product. (1) Given the product [F:1][C:2]1[CH:7]=[C:6]([I:8])[CH:5]=[CH:4][C:3]=1[NH:9][C:10]1[CH:18]=[N:17][CH:16]=[CH:15][C:11]=1[C:12]([NH:29][CH2:28][CH2:27][C:22]1[CH:23]=[CH:24][CH:25]=[CH:26][C:21]=1[O:20][CH3:19])=[O:14], predict the reactants needed to synthesize it. The reactants are: [F:1][C:2]1[CH:7]=[C:6]([I:8])[CH:5]=[CH:4][C:3]=1[NH:9][C:10]1[CH:18]=[N:17][CH:16]=[CH:15][C:11]=1[C:12]([OH:14])=O.[CH3:19][O:20][C:21]1[CH:26]=[CH:25][CH:24]=[CH:23][C:22]=1[CH2:27][CH2:28][NH2:29]. (2) The reactants are: O.[OH-].[Li+].[C:4]([O:8][C:9]([NH:11][C:12]1[CH:17]=[CH:16][C:15]([CH2:18][CH2:19][O:20][C:21]2[CH:26]=[CH:25][C:24]([CH2:27][CH:28]([O:34][CH2:35][CH3:36])[C:29]([O:31]CC)=[O:30])=[CH:23][CH:22]=2)=[CH:14][CH:13]=1)=[O:10])([CH3:7])([CH3:6])[CH3:5]. Given the product [C:4]([O:8][C:9]([NH:11][C:12]1[CH:13]=[CH:14][C:15]([CH2:18][CH2:19][O:20][C:21]2[CH:22]=[CH:23][C:24]([CH2:27][CH:28]([O:34][CH2:35][CH3:36])[C:29]([OH:31])=[O:30])=[CH:25][CH:26]=2)=[CH:16][CH:17]=1)=[O:10])([CH3:7])([CH3:6])[CH3:5], predict the reactants needed to synthesize it. (3) Given the product [CH3:1][O:2][CH:3]1[O:27][C@H:26]([CH2:28][O:29][CH2:30][C:31]2[CH:36]=[CH:35][C:34]([Cl:37])=[CH:33][C:32]=2[Cl:38])[C@@H:15]([O:16][CH2:17][C:18]2[CH:23]=[CH:22][C:21]([Cl:24])=[CH:20][C:19]=2[Cl:25])[C@H:4]1[OH:5], predict the reactants needed to synthesize it. The reactants are: [CH3:1][O:2][CH:3]1[O:27][C@H:26]([CH2:28][O:29][CH2:30][C:31]2[CH:36]=[CH:35][C:34]([Cl:37])=[CH:33][C:32]=2[Cl:38])[C@@H:15]([O:16][CH2:17][C:18]2[CH:23]=[CH:22][C:21]([Cl:24])=[CH:20][C:19]=2[Cl:25])[C@H:4]1[O:5]CC1C=CC(Cl)=CC=1Cl. (4) The reactants are: Br[C:2]1[CH:3]=[CH:4][C:5]([O:8][C:9]2[CH:10]=[C:11]([CH:26]=[CH:27][CH:28]=2)[CH:12]=[C:13]2[CH2:18][CH2:17][N:16]([C:19]([O:21][C:22]([CH3:25])([CH3:24])[CH3:23])=[O:20])[CH2:15][CH2:14]2)=[N:6][CH:7]=1.O1CCOCC1.[B:35]1([B:35]2[O:39][C:38]([CH3:41])([CH3:40])[C:37]([CH3:43])([CH3:42])[O:36]2)[O:39][C:38]([CH3:41])([CH3:40])[C:37]([CH3:43])([CH3:42])[O:36]1.P([O-])([O-])([O-])=O.[K+].[K+].[K+]. Given the product [CH3:42][C:37]1([CH3:43])[C:38]([CH3:41])([CH3:40])[O:39][B:35]([C:2]2[CH:3]=[CH:4][C:5]([O:8][C:9]3[CH:10]=[C:11]([CH:26]=[CH:27][CH:28]=3)[CH:12]=[C:13]3[CH2:18][CH2:17][N:16]([C:19]([O:21][C:22]([CH3:25])([CH3:24])[CH3:23])=[O:20])[CH2:15][CH2:14]3)=[N:6][CH:7]=2)[O:36]1, predict the reactants needed to synthesize it. (5) Given the product [N:3]1([CH2:12][CH2:13][CH2:14][NH:15][C:16](=[O:22])[O:17][C:18]([CH3:21])([CH3:20])[CH3:19])[CH2:7][CH2:6][N:5]2[N:8]=[CH:9][CH:10]=[C:4]12, predict the reactants needed to synthesize it. The reactants are: [H-].[Na+].[NH:3]1[CH2:7][CH2:6][N:5]2[N:8]=[CH:9][CH:10]=[C:4]12.Br[CH2:12][CH2:13][CH2:14][NH:15][C:16](=[O:22])[O:17][C:18]([CH3:21])([CH3:20])[CH3:19].O. (6) Given the product [Cl:1][C:2]1[CH:3]=[C:4]([C:12]2[O:16][N:15]=[C:14]([C:17]3[C:18]([F:33])=[CH:19][CH:20]=[C:21]4[C:25]=3[NH:24][CH:23]=[C:22]4[CH2:26][CH2:27][C:28]([OH:30])=[O:29])[N:13]=2)[CH:5]=[CH:6][C:7]=1[O:8][CH:9]([CH3:11])[CH3:10], predict the reactants needed to synthesize it. The reactants are: [Cl:1][C:2]1[CH:3]=[C:4]([C:12]2[O:16][N:15]=[C:14]([C:17]3[C:18]([F:33])=[CH:19][CH:20]=[C:21]4[C:25]=3[NH:24][CH:23]=[C:22]4[CH2:26][CH2:27][C:28]([O:30]CC)=[O:29])[N:13]=2)[CH:5]=[CH:6][C:7]=1[O:8][CH:9]([CH3:11])[CH3:10].[OH-].[Na+]. (7) Given the product [O:43]([C:40]1[CH:41]=[CH:42][C:37]([CH2:36][CH2:35][NH:34][C:32](=[O:33])[C:31]2[CH:50]=[CH:51][C:28]([N:3]3[CH2:4][CH2:5][CH2:9][CH2:10]3)=[N:29][CH:30]=2)=[CH:38][CH:39]=1)[C:44]1[CH:49]=[CH:48][CH:47]=[CH:46][CH:45]=1, predict the reactants needed to synthesize it. The reactants are: ClC1[CH:10]=[CH:9][C:5](C(O)=O)=[CH:4][N:3]=1.O(C1C=CC(CCN)=CC=1)C1C=CC=CC=1.Cl[C:28]1[CH:51]=[CH:50][C:31]([C:32]([NH:34][CH2:35][CH2:36][C:37]2[CH:42]=[CH:41][C:40]([O:43][C:44]3[CH:49]=[CH:48][CH:47]=[CH:46][CH:45]=3)=[CH:39][CH:38]=2)=[O:33])=[CH:30][N:29]=1.N1CCCCC1.